From a dataset of Retrosynthesis with 50K atom-mapped reactions and 10 reaction types from USPTO. Predict the reactants needed to synthesize the given product. (1) Given the product COc1cc2c(cc1-c1ccc(N(C)C3CC(C)(C)NC(C)(C)C3)nn1)CCC2=O, predict the reactants needed to synthesize it. The reactants are: CN(c1ccc(Cl)nn1)C1CC(C)(C)NC(C)(C)C1.COc1cc2c(cc1B1OC(C)(C)C(C)(C)O1)CCC2=O. (2) Given the product Cc1ccc(S(=O)(=O)Nc2cccc(-c3nccc4nc(N)nn34)c2)cc1, predict the reactants needed to synthesize it. The reactants are: CC(=O)Nc1nc2ccnc(-c3cccc(NS(=O)(=O)c4ccc(C)cc4)c3)n2n1.